This data is from Forward reaction prediction with 1.9M reactions from USPTO patents (1976-2016). The task is: Predict the product of the given reaction. (1) The product is: [F:17][C:16]([F:19])([F:18])[C:13]1[CH:14]=[CH:15][C:10](/[CH:9]=[CH:8]/[C:5]2[O:6][CH:7]=[C:3]([CH2:2][O:1][C:46]3[CH:45]=[CH:44][C:43]([CH2:42][CH2:41][CH2:40][CH2:39][N:34]4[CH:38]=[CH:37][N:36]=[N:35]4)=[CH:48][CH:47]=3)[N:4]=2)=[CH:11][CH:12]=1. Given the reactants [OH:1][CH2:2][C:3]1[N:4]=[C:5](/[CH:8]=[CH:9]/[C:10]2[CH:15]=[CH:14][C:13]([C:16]([F:19])([F:18])[F:17])=[CH:12][CH:11]=2)[O:6][CH:7]=1.C(N(C(C)C)CC)(C)C.CS(Cl)(=O)=O.[N:34]1([CH2:39][CH2:40][CH2:41][CH2:42][C:43]2[CH:48]=[CH:47][C:46](O)=[CH:45][CH:44]=2)[CH:38]=[CH:37][N:36]=[N:35]1.[OH-].[Na+], predict the reaction product. (2) Given the reactants [H-].[Na+].ClC1C2N=C(CC(F)(F)F)[N:9](Cl)C=2C=CC=1.[Cl:19][C:20]1[CH:21]=[C:22]2[C:26](=[CH:27][C:28]=1[Cl:29])[NH:25][C:24]([CH2:30][C:31]([F:34])([F:33])[F:32])=C2.[Cl:35][C:36]1[CH:37]=[C:38]([CH:41]=[CH:42][CH:43]=1)[CH2:39]Br.[NH4+].[Cl-], predict the reaction product. The product is: [Cl:29][C:28]1[C:20]([Cl:19])=[CH:21][C:22]2[N:9]([CH2:39][C:38]3[CH:41]=[CH:42][CH:43]=[C:36]([Cl:35])[CH:37]=3)[C:24]([CH2:30][C:31]([F:32])([F:33])[F:34])=[N:25][C:26]=2[CH:27]=1. (3) Given the reactants [NH2:1][C:2]1[N:10]=[CH:9][N:8]=[C:7]2[C:3]=1[N:4]=[C:5]([S:17][C:18]1[C:27]3[C:22](=[CH:23][CH:24]=[CH:25][CH:26]=3)[CH:21]=[CH:20][CH:19]=1)[N:6]2[CH2:11][CH2:12][O:13]C(=O)C, predict the reaction product. The product is: [NH2:1][C:2]1[N:10]=[CH:9][N:8]=[C:7]2[C:3]=1[N:4]=[C:5]([S:17][C:18]1[C:27]3[C:22](=[CH:23][CH:24]=[CH:25][CH:26]=3)[CH:21]=[CH:20][CH:19]=1)[N:6]2[CH2:11][CH2:12][OH:13]. (4) Given the reactants [CH:1]1([NH2:5])[CH2:4][CH2:3][CH2:2]1.[NH2:6][C:7]1[C:12]([C:13]#[N:14])=[CH:11][N:10]=[C:9]([NH:15][C:16]2[CH:21]=[CH:20][C:19]([S:22](F)(=[O:24])=[O:23])=[CH:18][CH:17]=2)[N:8]=1, predict the reaction product. The product is: [NH2:6][C:7]1[C:12]([C:13]#[N:14])=[CH:11][N:10]=[C:9]([NH:15][C:16]2[CH:17]=[CH:18][C:19]([S:22](=[O:24])(=[O:23])[NH:5][CH:1]3[CH2:4][CH2:3][CH2:2]3)=[CH:20][CH:21]=2)[N:8]=1. (5) Given the reactants Cl.Cl.[NH:3]1[CH2:8][CH2:7][CH:6]([NH:9][C:10]2[CH:11]=[C:12]([CH:15]=[CH:16][N:17]=2)[C:13]#[N:14])[CH2:5][CH2:4]1.C(O)(=O)C.C(N(CC)CC)C.[CH2:29]([O:31][C:32]1[CH:33]=[C:34]([CH:37]=[CH:38][C:39]=1[CH3:40])[CH:35]=O)[CH3:30].C([BH3-])#N.[Na+], predict the reaction product. The product is: [CH2:29]([O:31][C:32]1[CH:33]=[C:34]([CH:37]=[CH:38][C:39]=1[CH3:40])[CH2:35][N:3]1[CH2:4][CH2:5][CH:6]([NH:9][C:10]2[CH:11]=[C:12]([CH:15]=[CH:16][N:17]=2)[C:13]#[N:14])[CH2:7][CH2:8]1)[CH3:30].